From a dataset of Reaction yield outcomes from USPTO patents with 853,638 reactions. Predict the reaction yield, written as a fraction of the theoretical maximum amount of product (1.0 means a 100% yield; for example, 0.34 means a 34% yield). (1) The reactants are [ClH:1].[N+:2]([C:5]1[CH:10]=[CH:9][C:8]([C:11]([NH2:14])([CH3:13])[CH3:12])=[CH:7][CH:6]=1)([O-])=O. The catalyst is CO.[Pd]. The product is [ClH:1].[NH2:14][C:11]([C:8]1[CH:7]=[CH:6][C:5]([NH2:2])=[CH:10][CH:9]=1)([CH3:13])[CH3:12]. The yield is 0.810. (2) The reactants are C(N(CC)CC)C.C(O)(=O)C(O)=O.[NH:14]1[CH2:18][CH2:17][C@@H:16]([NH:19][C:20](=[O:29])[O:21][CH2:22][C:23]2[CH:28]=[CH:27][CH:26]=[CH:25][CH:24]=2)[CH2:15]1.[CH3:30][C:31]([O:34][C:35](O[C:35]([O:34][C:31]([CH3:33])([CH3:32])[CH3:30])=[O:36])=[O:36])([CH3:33])[CH3:32]. The catalyst is CO. The product is [C:31]([O:34][C:35]([N:14]1[CH2:18][CH2:17][C@@H:16]([NH:19][C:20](=[O:29])[O:21][CH2:22][C:23]2[CH:24]=[CH:25][CH:26]=[CH:27][CH:28]=2)[CH2:15]1)=[O:36])([CH3:33])([CH3:32])[CH3:30]. The yield is 0.900. (3) The reactants are [CH:1]([C:3]1[N:18]=[N:17][C:6]2[NH:7][C:8]3[CH:16]=[CH:15][CH:14]=[CH:13][C:9]=3[NH:10][C:11](=[O:12])[C:5]=2[CH:4]=1)=[CH2:2].[H][H]. The catalyst is [Pd].CO. The product is [CH2:1]([C:3]1[N:18]=[N:17][C:6]2[NH:7][C:8]3[CH:16]=[CH:15][CH:14]=[CH:13][C:9]=3[NH:10][C:11](=[O:12])[C:5]=2[CH:4]=1)[CH3:2]. The yield is 0.870. (4) The reactants are [C:1]([O:4][CH:5]1[CH:10]([CH3:11])[CH2:9][C:8]([C:12]2[CH:17]=[CH:16][N:15]=[CH:14][C:13]=2[N+:18]([O-])=O)=[CH:7][CH:6]1[NH:21][C:22]([O:24][C:25]([CH3:28])([CH3:27])[CH3:26])=[O:23])(=[O:3])[CH3:2]. The catalyst is CO.CCOC(C)=O.[Pd]. The product is [C:1]([O:4][CH:5]1[CH:10]([CH3:11])[CH2:9][CH:8]([C:12]2[CH:17]=[CH:16][N:15]=[CH:14][C:13]=2[NH2:18])[CH2:7][CH:6]1[NH:21][C:22]([O:24][C:25]([CH3:26])([CH3:28])[CH3:27])=[O:23])(=[O:3])[CH3:2]. The yield is 0.590. (5) The reactants are [C:1](O)(=O)[CH2:2][C:3]([OH:5])=[O:4].[C:8]1([N:14]([C:21]2[CH:28]=[CH:27][C:24](C=O)=[CH:23][CH:22]=2)[C:15]2[CH:20]=[CH:19][CH:18]=[CH:17][CH:16]=2)[CH:13]=[CH:12][CH:11]=[CH:10][CH:9]=1.N1CCCCC1.Cl. The catalyst is N1C=CC=CC=1. The product is [C:21]1([N:14]([C:8]2[CH:9]=[CH:10][C:11]([CH:1]=[CH:2][C:3]([OH:5])=[O:4])=[CH:12][CH:13]=2)[C:15]2[CH:20]=[CH:19][CH:18]=[CH:17][CH:16]=2)[CH:22]=[CH:23][CH:24]=[CH:27][CH:28]=1. The yield is 0.550.